From a dataset of Reaction yield outcomes from USPTO patents with 853,638 reactions. Predict the reaction yield, written as a fraction of the theoretical maximum amount of product (1.0 means a 100% yield; for example, 0.34 means a 34% yield). (1) The reactants are [H-].[Na+].[Cl:3][C:4]1[CH:5]=[C:6]([C@H:10]([OH:24])[C@@H:11]2[CH2:16][CH2:15][CH2:14][N:13]([C:17]([O:19][C:20]([CH3:23])([CH3:22])[CH3:21])=[O:18])[CH2:12]2)[CH:7]=[CH:8][CH:9]=1.Br[CH2:26][CH2:27][CH2:28][C:29]#[N:30].[NH4+].[Cl-]. The catalyst is CC#N.C(OCC)(=O)C. The product is [Cl:3][C:4]1[CH:5]=[C:6]([C@H:10]([O:24][CH2:26][CH2:27][CH2:28][C:29]#[N:30])[C@@H:11]2[CH2:16][CH2:15][CH2:14][N:13]([C:17]([O:19][C:20]([CH3:21])([CH3:23])[CH3:22])=[O:18])[CH2:12]2)[CH:7]=[CH:8][CH:9]=1. The yield is 0.210. (2) The reactants are [C:1]1([CH:7]([C:14]2[CH:19]=[CH:18][CH:17]=[CH:16][CH:15]=2)[N:8]2[CH2:13][CH2:12][NH:11][CH2:10][CH2:9]2)[CH:6]=[CH:5][CH:4]=[CH:3][CH:2]=1.[C:20]1([C:26]2[O:30][N:29]=[CH:28][C:27]=2[CH2:31][CH2:32][C:33](O)=[O:34])[CH:25]=[CH:24][CH:23]=[CH:22][CH:21]=1.O.ON1C2C=CC=CC=2N=N1.Cl.C(N=C=NCCCN(C)C)C. The catalyst is O.CN(C)C=O. The product is [C:14]1([CH:7]([C:1]2[CH:2]=[CH:3][CH:4]=[CH:5][CH:6]=2)[N:8]2[CH2:9][CH2:10][N:11]([C:33](=[O:34])[CH2:32][CH2:31][C:27]3[CH:28]=[N:29][O:30][C:26]=3[C:20]3[CH:21]=[CH:22][CH:23]=[CH:24][CH:25]=3)[CH2:12][CH2:13]2)[CH:19]=[CH:18][CH:17]=[CH:16][CH:15]=1. The yield is 0.930. (3) The product is [CH2:34]1[CH2:1][O:2][C:3]2([CH2:24][CH2:23][C@@:22]3([CH3:25])[CH:5]([CH2:6][C:7](=[O:30])[C@@H:8]4[C@@H:21]3[CH2:20][CH2:19][C@@:13]3([C:14]([CH3:17])([CH3:18])[O:15][SiH3:16])[C@H:9]4[CH2:10][CH2:11][C@@H:12]3[C:26]([CH3:29])([CH3:28])[CH3:27])[C:4]2([CH3:32])[CH3:31])[O:33]1. The reactants are [CH2:1]1[CH2:34][O:33][C:3]2([CH2:24][CH2:23][C@@:22]3([CH3:25])[C:5](=[CH:6][C:7](=[O:30])[C@@H:8]4[C@@H:21]3[CH2:20][CH2:19][C@@:13]3([C:14]([CH3:18])([CH3:17])[O:15][SiH3:16])[C@H:9]4[CH2:10][CH2:11][C@@H:12]3[C:26]([CH3:29])([CH3:28])[CH3:27])[C:4]2([CH3:32])[CH3:31])[O:2]1. The catalyst is O1CCOCC1.[Pd]. The yield is 0.630. (4) The reactants are [CH3:1][O:2][CH2:3][C:4]1[C:8]([C:9](OC)=[O:10])=[CH:7][N:6]([C:13]2[CH:18]=[CH:17][CH:16]=[C:15]([C:19]([F:22])([F:21])[F:20])[N:14]=2)[N:5]=1.[H-].[Al+3].[Li+].[H-].[H-].[H-]. The catalyst is O1CCCC1.C1(C)C=CC=CC=1.[O-2].[O-2].[Mn+4]. The product is [CH3:1][O:2][CH2:3][C:4]1[C:8]([CH:9]=[O:10])=[CH:7][N:6]([C:13]2[CH:18]=[CH:17][CH:16]=[C:15]([C:19]([F:22])([F:20])[F:21])[N:14]=2)[N:5]=1. The yield is 0.900. (5) The reactants are [Br:1][C:2]1[C:3]([O:12][CH3:13])=[C:4]([CH2:10]O)[CH:5]=[C:6]([O:8][CH3:9])[CH:7]=1.O=S(Cl)[Cl:16].O. The catalyst is C1COCC1.[Cl-].[Cl-].[Zn+2]. The product is [Br:1][C:2]1[CH:7]=[C:6]([O:8][CH3:9])[CH:5]=[C:4]([CH2:10][Cl:16])[C:3]=1[O:12][CH3:13]. The yield is 0.750. (6) The reactants are [Cl:1][CH2:2][CH2:3][CH2:4][N:5]1[C:9]2[C:10]([C:14]([O:16][CH3:17])=[O:15])=[CH:11][CH:12]=[CH:13][C:8]=2[NH:7][C:6]1=[O:18].N(C(C)(C)C#N)=NC(C)(C)C#N.[Br:31]N1C(=O)CCC1=O. The catalyst is C(OCC)(=O)C. The product is [Br:31][C:13]1[C:8]2[NH:7][C:6](=[O:18])[N:5]([CH2:4][CH2:3][CH2:2][Cl:1])[C:9]=2[C:10]([C:14]([O:16][CH3:17])=[O:15])=[CH:11][CH:12]=1. The yield is 0.0760. (7) The reactants are [OH:1][C:2]1[C:10]([CH2:11][OH:12])=[C:9]2[C:5]([CH:6]=[N:7][N:8]2[CH2:13][C@@H:14]([NH:16][C:17](=[O:26])[O:18][CH2:19][C:20]2[CH:25]=[CH:24][CH:23]=[CH:22][CH:21]=2)[CH3:15])=[CH:4][CH:3]=1. The catalyst is C(OCC)(=O)C. The product is [CH:11]([C:10]1[C:2]([OH:1])=[CH:3][CH:4]=[C:5]2[C:9]=1[N:8]([CH2:13][C@@H:14]([NH:16][C:17](=[O:26])[O:18][CH2:19][C:20]1[CH:25]=[CH:24][CH:23]=[CH:22][CH:21]=1)[CH3:15])[N:7]=[CH:6]2)=[O:12]. The yield is 0.350. (8) The reactants are Cl[CH2:2][Si:3]([CH3:11])([CH3:10])[C:4]1[CH:9]=[CH:8][CH:7]=[CH:6][CH:5]=1.[I-].[Na+].[CH:14]1([NH2:17])[CH2:16][CH2:15]1. No catalyst specified. The product is [CH3:10][Si:3]([CH2:2][NH:17][CH:14]1[CH2:16][CH2:15]1)([CH3:11])[C:4]1[CH:9]=[CH:8][CH:7]=[CH:6][CH:5]=1. The yield is 0.300.